Dataset: Catalyst prediction with 721,799 reactions and 888 catalyst types from USPTO. Task: Predict which catalyst facilitates the given reaction. The catalyst class is: 6. Reactant: FC(F)(F)[C:3](O)=[O:4].[CH3:8][C:9]([NH:15][C:16]([NH:18][C:19]1C=CC=CC=1)=[O:17])([CH3:14])[C:10]([O:12][CH3:13])=[O:11].C=O.ClCCCl. Product: [CH3:8][C:9]([N:15]1[C:16](=[O:17])[NH:18][CH2:19][O:4][CH2:3]1)([CH3:14])[C:10]([O:12][CH3:13])=[O:11].